Dataset: Forward reaction prediction with 1.9M reactions from USPTO patents (1976-2016). Task: Predict the product of the given reaction. (1) Given the reactants [F:1][C:2]1[CH:3]=[C:4]([CH:8]([C:23]2[CH:28]=[CH:27][CH:26]=[C:25]([F:29])[CH:24]=2)[O:9][C:10]2[CH:19]=[CH:18][C:17]([N+:20]([O-])=O)=[CH:16][C:11]=2[C:12]([O:14][CH3:15])=[O:13])[CH:5]=[CH:6][CH:7]=1, predict the reaction product. The product is: [NH2:20][C:17]1[CH:18]=[CH:19][C:10]([O:9][CH:8]([C:4]2[CH:5]=[CH:6][CH:7]=[C:2]([F:1])[CH:3]=2)[C:23]2[CH:28]=[CH:27][CH:26]=[C:25]([F:29])[CH:24]=2)=[C:11]([CH:16]=1)[C:12]([O:14][CH3:15])=[O:13]. (2) Given the reactants [O:1]=[C:2]([N:14]1[CH2:19][CH2:18][NH:17][CH2:16][CH2:15]1)[CH2:3][N:4]1[C:8](=[O:9])[C:7]2[CH:10]=[CH:11][CH:12]=[CH:13][C:6]=2[S:5]1.[CH2:20](Br)[CH:21]=[CH2:22].CCN(C(C)C)C(C)C, predict the reaction product. The product is: [CH2:22]([N:17]1[CH2:18][CH2:19][N:14]([C:2](=[O:1])[CH2:3][N:4]2[C:8](=[O:9])[C:7]3[CH:10]=[CH:11][CH:12]=[CH:13][C:6]=3[S:5]2)[CH2:15][CH2:16]1)[CH:21]=[CH2:20]. (3) The product is: [CH2:38]([C:35]1[CH:34]=[C:33]([CH2:32][N:7]2[C:6]3[CH:8]=[C:9]([C:11]4[CH:16]=[CH:15][CH:14]=[CH:13][CH:12]=4)[S:10][C:5]=3[C:4](=[O:17])[N:3]([CH:18]3[CH2:23][CH2:22][N:21]([C:24]([O:26][C:27]([CH3:30])([CH3:29])[CH3:28])=[O:25])[CH2:20][CH2:19]3)[C:2]2=[O:1])[O:37][N:36]=1)[CH3:39]. Given the reactants [O:1]=[C:2]1[NH:7][C:6]2[CH:8]=[C:9]([C:11]3[CH:16]=[CH:15][CH:14]=[CH:13][CH:12]=3)[S:10][C:5]=2[C:4](=[O:17])[N:3]1[CH:18]1[CH2:23][CH2:22][N:21]([C:24]([O:26][C:27]([CH3:30])([CH3:29])[CH3:28])=[O:25])[CH2:20][CH2:19]1.Cl[CH2:32][C:33]1[O:37][N:36]=[C:35]([CH2:38][CH3:39])[CH:34]=1.C(=O)([O-])[O-].[K+].[K+], predict the reaction product. (4) Given the reactants [CH2:1]([O:3][C:4](=[O:16])[CH:5]=[CH:6][C:7]1[CH:12]=[C:11]([F:13])[CH:10]=[CH:9][C:8]=1[O:14][CH3:15])[CH3:2], predict the reaction product. The product is: [CH2:1]([O:3][C:4](=[O:16])[CH2:5][CH2:6][C:7]1[CH:12]=[C:11]([F:13])[CH:10]=[CH:9][C:8]=1[O:14][CH3:15])[CH3:2]. (5) Given the reactants C[N:2]1C(=O)CCC1.N.Br[C:10]1[CH:18]=[C:17]([Cl:19])[C:16]2[C:12](=[CH:13][N:14]([CH2:20][CH3:21])[N:15]=2)[CH:11]=1, predict the reaction product. The product is: [Cl:19][C:17]1[C:16]2[C:12](=[CH:13][N:14]([CH2:20][CH3:21])[N:15]=2)[CH:11]=[C:10]([NH2:2])[CH:18]=1.